Task: Binary Classification. Given a drug SMILES string, predict its activity (active/inactive) in a high-throughput screening assay against a specified biological target.. Dataset: HIV replication inhibition screening data with 41,000+ compounds from the AIDS Antiviral Screen (1) The drug is CC(C)(NO)C(=NO)c1ccccc1. The result is 0 (inactive). (2) The compound is COc1cc(OC)c(C2c3cc4c(cc3OC(N3CCOCC3)C2C)OCO4)c(OC)c1. The result is 0 (inactive). (3) The drug is Cc1cnc2c(c1)C(=O)N(c1ccc(Br)cc1)S2(=O)=O. The result is 0 (inactive). (4) The compound is CC(=O)Nc1ccc(Nc2nc(O)nc(O)n2)cc1. The result is 0 (inactive). (5) The compound is [Pt].c1ccc(P(CCP(CCP(c2ccccc2)c2ccccc2)CCP(c2ccccc2)c2ccccc2)c2ccccc2)cc1. The result is 0 (inactive). (6) The molecule is CC(C=NNC(=S)N1CCCCC1)=NNC(=S)N1CCCCC1. The result is 0 (inactive). (7) The drug is Cc1ccc(SSc2ccc(C)cc2C(=O)O)c(C(=O)O)c1. The result is 0 (inactive).